This data is from TCR-epitope binding with 47,182 pairs between 192 epitopes and 23,139 TCRs. The task is: Binary Classification. Given a T-cell receptor sequence (or CDR3 region) and an epitope sequence, predict whether binding occurs between them. The epitope is GTSGSPIIDK. The TCR CDR3 sequence is CASSLDGQGPLYGYTF. Result: 0 (the TCR does not bind to the epitope).